From a dataset of CYP3A4 inhibition data for predicting drug metabolism from PubChem BioAssay. Regression/Classification. Given a drug SMILES string, predict its absorption, distribution, metabolism, or excretion properties. Task type varies by dataset: regression for continuous measurements (e.g., permeability, clearance, half-life) or binary classification for categorical outcomes (e.g., BBB penetration, CYP inhibition). Dataset: cyp3a4_veith. (1) The drug is O=C(O)CN1C(=O)CN=C(c2ccccn2)c2cc(Cl)ccc21. The result is 0 (non-inhibitor). (2) The drug is O=C(O)[C@H](Cc1cnc[nH]1)N1C(=O)c2ccccc2C1=O. The result is 0 (non-inhibitor). (3) The molecule is O=C(NC1CCCCC1)C(Cc1ccccc1)N1C(=O)C2C3CCC(C3)C2C1=O. The result is 1 (inhibitor). (4) The compound is CC(=O)[C@@H](C)CCO[C@@]1(C)OCC[C@@H]1C. The result is 0 (non-inhibitor).